Task: Predict the reaction yield, written as a fraction of the theoretical maximum amount of product (1.0 means a 100% yield; for example, 0.34 means a 34% yield).. Dataset: Reaction yield outcomes from USPTO patents with 853,638 reactions (1) The catalyst is CO. The yield is 0.770. The product is [C:18]([C:17]1[CH:20]=[CH:21][C:14]([NH:13][CH:5]([C:4]2[CH:7]=[C:8]([CH2:11][CH3:12])[C:9]([OH:10])=[C:2]([Br:1])[CH:3]=2)[C:40]([O:41][CH3:42])=[O:44])=[CH:15][CH:16]=1)#[N:19]. The reactants are [Br:1][C:2]1[CH:3]=[C:4]([CH:7]=[C:8]([CH2:11][CH3:12])[C:9]=1[OH:10])[CH:5]=O.[NH2:13][C:14]1[CH:21]=[CH:20][C:17]([C:18]#[N:19])=[CH:16][CH:15]=1.S(C[N+]#[C-])(C1C=CC(C)=CC=1)(=O)=O.B(F)(F)F.C[CH2:40][O:41][CH2:42]C.[OH2:44]. (2) The reactants are [CH3:1][O:2][C:3]1[CH:4]=[C:5]2[C:10](=[CH:11][C:12]=1[O:13][CH3:14])[N:9]=[CH:8][CH:7]=[C:6]2[O:15][C:16]1[CH:22]=[CH:21][C:19]([NH2:20])=[C:18]([CH3:23])[C:17]=1[CH3:24].C1(C)C=CC=CC=1.C(N(CC)CC)C.Cl[C:40](Cl)([O:42]C(=O)OC(Cl)(Cl)Cl)Cl.[Br:51][C:52]1[CH:60]=[CH:59][CH:58]=[CH:57][C:53]=1[CH:54]([OH:56])[CH3:55]. The catalyst is C(Cl)Cl. The product is [CH3:1][O:2][C:3]1[CH:4]=[C:5]2[C:10](=[CH:11][C:12]=1[O:13][CH3:14])[N:9]=[CH:8][CH:7]=[C:6]2[O:15][C:16]1[CH:22]=[CH:21][C:19]([NH:20][C:40](=[O:42])[O:56][CH:54]([C:53]2[CH:57]=[CH:58][CH:59]=[CH:60][C:52]=2[Br:51])[CH3:55])=[C:18]([CH3:23])[C:17]=1[CH3:24]. The yield is 0.710. (3) The reactants are [OH:1][C:2]1[CH:7]=[CH:6][C:5]([S:8]([OH:11])(=[O:10])=[O:9])=[CH:4][CH:3]=1.C(=O)([O-])[O-].[Ag+2:16]. The catalyst is O. The product is [OH:1][C:2]1[CH:7]=[CH:6][C:5]([S:8]([O-:11])(=[O:9])=[O:10])=[CH:4][CH:3]=1.[Ag+:16]. The yield is 0.990. (4) The reactants are [CH3:1][C:2]1[C:6]([C:7]([O:9][CH3:10])=[O:8])=[CH:5][NH:4][N:3]=1.[CH:11]1(C(C2C(CCC3C=CC=CC=3)=NN(C3C=CC=CC=3)C=2)O)[CH2:16][CH2:15][CH2:14][CH2:13][CH2:12]1.C1(B(O)O)C=CC=CC=1.N1C=CC=CC=1. The yield is 0.530. The product is [CH3:1][C:2]1[C:6]([C:7]([O:9][CH3:10])=[O:8])=[CH:5][N:4]([C:11]2[CH:16]=[CH:15][CH:14]=[CH:13][CH:12]=2)[N:3]=1. The catalyst is CC(N(C)C)=O.C([O-])(=O)C.[Cu+2].C([O-])(=O)C. (5) The reactants are Cl[C:2]1[CH:7]=[C:6]([Cl:8])[N:5]=[CH:4][N:3]=1.[NH2:9][C:10]1[CH:11]=[C:12]([CH:17]=[CH:18][C:19]=1[CH3:20])[C:13]([NH:15][CH3:16])=[O:14].CCN(C(C)C)C(C)C. The catalyst is O1CCOCC1. The product is [Cl:8][C:6]1[N:5]=[CH:4][N:3]=[C:2]([NH:9][C:10]2[CH:11]=[C:12]([CH:17]=[CH:18][C:19]=2[CH3:20])[C:13]([NH:15][CH3:16])=[O:14])[CH:7]=1. The yield is 0.430. (6) The reactants are [Cl:1][C:2]1[C:11]([C:12](=O)[CH3:13])=[CH:10][C:9]2[C:4](=[CH:5][C:6]([O:16][CH2:17][C:18]3[CH:23]=[CH:22][CH:21]=[CH:20][N:19]=3)=[C:7]([Cl:15])[CH:8]=2)[N:3]=1.[CH3:24][C:25]([S@:28]([NH2:30])=[O:29])([CH3:27])[CH3:26].C1(C)C=CC=CC=1. The catalyst is C1COCC1.CC(C)[O-].[Ti+4].CC(C)[O-].CC(C)[O-].CC(C)[O-]. The product is [Cl:1][C:2]1[C:11]([C:12](=[CH:24][C:25]([CH3:27])([S:28]([NH2:30])=[O:29])[CH3:26])[CH3:13])=[CH:10][C:9]2[C:4](=[CH:5][C:6]([O:16][CH2:17][C:18]3[CH:23]=[CH:22][CH:21]=[CH:20][N:19]=3)=[C:7]([Cl:15])[CH:8]=2)[N:3]=1. The yield is 0.500. (7) The reactants are [CH2:1]([C:5]1[N:6]=[C:7]([CH3:27])[NH:8][C:9](=[O:26])[C:10]=1[CH2:11][C:12]1[CH:17]=[CH:16][C:15]([C:18]2[C:19]([C:24]#[N:25])=[CH:20][CH:21]=[CH:22][CH:23]=2)=[CH:14][CH:13]=1)[CH2:2][CH2:3][CH3:4].[H-].[Na+].Br[CH2:31][CH2:32][C:33]1[C:42]2[C:37](=[CH:38][CH:39]=[CH:40][CH:41]=2)[CH:36]=[CH:35][CH:34]=1.[Cl-].O[NH3+:45].[C:46](=[O:49])([O-])[OH:47].[Na+]. The catalyst is C(OCC)(=O)C.CS(C)=O.CN(C)C=O. The product is [CH2:1]([C:5]1[N:6]=[C:7]([CH3:27])[N:8]([CH2:31][CH2:32][C:33]2[C:42]3[C:37](=[CH:38][CH:39]=[CH:40][CH:41]=3)[CH:36]=[CH:35][CH:34]=2)[C:9](=[O:26])[C:10]=1[CH2:11][C:12]1[CH:17]=[CH:16][C:15]([C:18]2[CH:23]=[CH:22][CH:21]=[CH:20][C:19]=2[C:24]2[NH:45][C:46](=[O:49])[O:47][N:25]=2)=[CH:14][CH:13]=1)[CH2:2][CH2:3][CH3:4]. The yield is 0.220.